From a dataset of Experimentally validated miRNA-target interactions with 360,000+ pairs, plus equal number of negative samples. Binary Classification. Given a miRNA mature sequence and a target amino acid sequence, predict their likelihood of interaction. The miRNA is mmu-miR-1912-5p with sequence UGCUCAUUGCAUGGGCUGUGUA. The protein sequence of the target gene is MAFVTRQFLRSMSSSSSASAAAKKILIKHVTVIGGGLMGAGIAQVAAATGHTVVLVDQTEDILAKSKKGIEESLKRMAKKKFTENPKAGDEFVEKTLSCLSTSTDAASVVHSTDLVVEAIVENLKLKNELFQRLDKFAAEHTIFASNTSSLQITNIANATTRQDRFAGLHFFNPVPMMKLVEVIKTPMTSQKTFESLVDFCKTLGKHPVSCKDTPGFIVNRLLVPYLIEAVRLHERGDASKEDIDTAMKLGAGYPMGPFELLDYVGLDTTKFILDGWHEMEPENPLFQPSPSMNNLVAQK.... Result: 0 (no interaction).